From a dataset of Catalyst prediction with 721,799 reactions and 888 catalyst types from USPTO. Predict which catalyst facilitates the given reaction. (1) Reactant: [Cl:1][C:2]1[CH:7]=[CH:6][C:5]([C:8](=[O:19])[NH:9][CH:10]([C:13]2[CH:18]=[CH:17][CH:16]=[CH:15][CH:14]=2)[CH2:11][OH:12])=[CH:4][C:3]=1[NH:20][C:21]([C:23]1[C:46](=[O:47])[NH:45][C:26]2[N:27]=[C:28]([N:31]3CC[CH:34](NC(=O)OC(C)(C)C)[CH2:33][CH2:32]3)[N:29]=[CH:30][C:25]=2[CH:24]=1)=[O:22].Cl.[C@@H]12[O:56][C@@H:53]([CH2:54]C1)[CH2:52]NC2.C(N(CC)CC)C. Product: [Cl:1][C:2]1[CH:7]=[CH:6][C:5]([C:8](=[O:19])[NH:9][CH:10]([C:13]2[CH:18]=[CH:17][CH:16]=[CH:15][CH:14]=2)[CH2:11][OH:12])=[CH:4][C:3]=1[NH:20][C:21]([C:23]1[C:46](=[O:47])[NH:45][C:26]2[N:27]=[C:28]([N:31]3[CH2:54][C@H:53]4[O:56][C@H:33]([CH2:34][CH2:52]4)[CH2:32]3)[N:29]=[CH:30][C:25]=2[CH:24]=1)=[O:22]. The catalyst class is: 3. (2) Reactant: N1CCC(C2C3C(=C(C(N)=O)C=C(C4SC=CC=4)C=3)NC=2)CC1.[NH2:24][C:25]([C:27]1[CH:28]=[C:29]([C:49]2[CH:54]=[CH:53][C:52]([C:55]3[CH:60]=[CH:59][CH:58]=[CH:57][CH:56]=3)=[CH:51][CH:50]=2)[CH:30]=[C:31]2[C:35]=1[NH:34][CH:33]=[C:32]2[CH:36]1[CH2:41][CH2:40][N:39](C(OC(C)(C)C)=O)[CH2:38][CH2:37]1)=[O:26].Cl. Product: [C:52]1([C:55]2[CH:56]=[CH:57][CH:58]=[CH:59][CH:60]=2)[CH:53]=[CH:54][C:49]([C:29]2[CH:30]=[C:31]3[C:35](=[C:27]([C:25]([NH2:24])=[O:26])[CH:28]=2)[NH:34][CH:33]=[C:32]3[CH:36]2[CH2:37][CH2:38][NH:39][CH2:40][CH2:41]2)=[CH:50][CH:51]=1. The catalyst class is: 5.